Task: Predict the product of the given reaction.. Dataset: Forward reaction prediction with 1.9M reactions from USPTO patents (1976-2016) (1) Given the reactants [C:1]1([CH3:12])[CH:6]=[CH:5][C:4]([CH:7]=[CH:8][C:9](=[O:11])[CH3:10])=[CH:3][CH:2]=1.C[O:14][C:15]1C=CC=C[C:16]=1C1CC(=O)CC(=O)C1, predict the reaction product. The product is: [C:1]1([CH3:12])[CH:2]=[CH:3][C:4]([CH:7]2[CH2:8][C:9](=[O:11])[CH2:10][C:15](=[O:14])[CH2:16]2)=[CH:5][CH:6]=1. (2) Given the reactants [C:1]([O:5][C:6]([NH:8][C@@H:9]([CH2:14][CH2:15][C:16](=[O:23])[C:17]#[C:18][Si:19]([CH3:22])([CH3:21])[CH3:20])[C:10]([O:12][CH3:13])=[O:11])=[O:7])([CH3:4])([CH3:3])[CH3:2], predict the reaction product. The product is: [CH3:13][O:12][C:10](=[O:11])[C@@H:9]([NH:8][C:6]([O:5][C:1]([CH3:3])([CH3:2])[CH3:4])=[O:7])[CH2:14][CH2:15][C@H:16]([OH:23])[C:17]#[C:18][Si:19]([CH3:22])([CH3:20])[CH3:21]. (3) Given the reactants [CH2:1]([O:8][C:9]1[C:10]([F:22])=[CH:11][C:12]([N+:19]([O-])=O)=[C:13]([CH2:15][C:16](=O)[CH3:17])[CH:14]=1)[C:2]1[CH:7]=[CH:6][CH:5]=[CH:4][CH:3]=1.[H][H], predict the reaction product. The product is: [CH2:1]([O:8][C:9]1[CH:14]=[C:13]2[C:12](=[CH:11][C:10]=1[F:22])[NH:19][C:16]([CH3:17])=[CH:15]2)[C:2]1[CH:7]=[CH:6][CH:5]=[CH:4][CH:3]=1. (4) Given the reactants I[C:2]1[C:3]([C:9]([O:11][CH3:12])=[O:10])=[N:4][C:5]([CH3:8])=[CH:6][CH:7]=1.[CH3:13][C:14]1[N:18]=[CH:17][NH:16][N:15]=1.CN[C@@H]1CCCC[C@H]1NC.C(=O)([O-])[O-].[Cs+].[Cs+].C[Si](C=[N+]=[N-])(C)C, predict the reaction product. The product is: [CH3:8][C:5]1[N:4]=[C:3]([C:9]([O:11][CH3:12])=[O:10])[C:2]([N:16]2[CH:17]=[N:18][C:14]([CH3:13])=[N:15]2)=[CH:7][CH:6]=1. (5) Given the reactants [C:1]1([C@@H:7]([NH:9][C:10]2[CH2:15][N:14]([C:16]([O:18][C:19]([CH3:22])([CH3:21])[CH3:20])=[O:17])[CH2:13][CH2:12][C:11]=2[C:23]([O:25][CH2:26][CH3:27])=[O:24])[CH3:8])[CH:6]=[CH:5][CH:4]=[CH:3][CH:2]=1.[BH-](OC(C)=O)(OC(C)=O)OC(C)=O.[Na+].C(O)(=O)C.N, predict the reaction product. The product is: [C:1]1([C@@H:7]([NH:9][C@H:10]2[C@@H:11]([C:23]([O:25][CH2:26][CH3:27])=[O:24])[CH2:12][CH2:13][N:14]([C:16]([O:18][C:19]([CH3:21])([CH3:20])[CH3:22])=[O:17])[CH2:15]2)[CH3:8])[CH:6]=[CH:5][CH:4]=[CH:3][CH:2]=1.